From a dataset of Full USPTO retrosynthesis dataset with 1.9M reactions from patents (1976-2016). Predict the reactants needed to synthesize the given product. (1) The reactants are: C(OC(=O)N[C@@H](CC1C=CC=CC=1)[C@@H](O)C[C@H](C(=O)NCCC(C)(C)C)C)(C)(C)C.[C:31]1([CH2:37][CH2:38][NH2:39])[CH2:36][CH2:35][CH2:34][CH2:33][CH:32]=1.[CH:40]([O:43][C:44]1[CH:45]=[C:46]([CH:65]=[C:66]([N:68]2[CH2:72][CH2:71][CH2:70][C:69]2=[O:73])[CH:67]=1)[C:47]([NH:49][C@H:50]([C@@H:58]1[CH2:62][C@@H:61]([CH3:63])[C:60](=[O:64])[O:59]1)[CH2:51][C:52]1[CH:57]=[CH:56][CH:55]=[CH:54][CH:53]=1)=[O:48])([CH3:42])[CH3:41]. Given the product [CH2:51]([C@H:50]([NH:49][C:47](=[O:48])[C:46]1[CH:65]=[C:66]([N:68]2[CH2:72][CH2:71][CH2:70][C:69]2=[O:73])[CH:67]=[C:44]([O:43][CH:40]([CH3:42])[CH3:41])[CH:45]=1)[C@@H:58]([OH:59])[CH2:62][C@H:61]([C:60](=[O:64])[NH:39][CH2:38][CH2:37][C:31]1[CH2:36][CH2:35][CH2:34][CH2:33][CH:32]=1)[CH3:63])[C:52]1[CH:53]=[CH:54][CH:55]=[CH:56][CH:57]=1, predict the reactants needed to synthesize it. (2) Given the product [NH2:23][C:21]1[C:22]2[C:14]([C:11]3[CH:10]=[CH:9][C:8]([O:1][C:2]4[CH:7]=[CH:6][CH:5]=[CH:4][CH:3]=4)=[CH:13][CH:12]=3)=[CH:15][N:16]([CH:29]3[CH2:28][CH:32]([OH:26])[CH:31]=[CH:30]3)[C:17]=2[N:18]=[CH:19][N:20]=1, predict the reactants needed to synthesize it. The reactants are: [O:1]([C:8]1[CH:13]=[CH:12][C:11]([C:14]2[C:22]3[C:21]([NH2:23])=[N:20][CH:19]=[N:18][C:17]=3[NH:16][CH:15]=2)=[CH:10][CH:9]=1)[C:2]1[CH:7]=[CH:6][CH:5]=[CH:4][CH:3]=1.CS(C)=[O:26].[CH:28]1[CH2:32][CH:31]=[CH:30][CH:29]=1. (3) The reactants are: [NH:1]1[C:9]2[C:4](=[CH:5][CH:6]=[CH:7][CH:8]=2)[C@:3]2([C:21]3[C:12](=[CH:13][C:14]4[O:19][CH2:18][CH2:17][O:16][C:15]=4[CH:20]=3)[O:11][CH2:10]2)[C:2]1=[O:22].N1C2C(=CC=CC=2)C2(C3=CC4OCOC=4C=C3OC2)C1=O.I[CH2:45][C@@H:46]1[CH2:51][O:50][CH2:49][CH2:48][O:47]1.CC1C=CC(S(OC[C@H]2COCCO2)(=O)=O)=CC=1. Given the product [O:47]1[CH2:48][CH2:49][O:50][CH2:51][C@H:46]1[CH2:45][N:1]1[C:9]2[C:4](=[CH:5][CH:6]=[CH:7][CH:8]=2)[C@:3]2([C:21]3[C:12](=[CH:13][C:14]4[O:19][CH2:18][CH2:17][O:16][C:15]=4[CH:20]=3)[O:11][CH2:10]2)[C:2]1=[O:22], predict the reactants needed to synthesize it. (4) Given the product [CH2:28]([O:27][C:25](=[O:26])[CH2:24][CH2:23][CH2:22][CH2:21][N:12]([S:9]([C:3]1[C:4]([Cl:8])=[CH:5][CH:6]=[CH:7][C:2]=1[Cl:1])(=[O:10])=[O:11])[CH3:13])[CH3:29], predict the reactants needed to synthesize it. The reactants are: [Cl:1][C:2]1[CH:7]=[CH:6][CH:5]=[C:4]([Cl:8])[C:3]=1[S:9]([NH:12][CH3:13])(=[O:11])=[O:10].C(=O)([O-])[O-].[K+].[K+].Br[CH2:21][CH2:22][CH2:23][CH2:24][C:25]([O:27][CH2:28][CH3:29])=[O:26]. (5) Given the product [CH3:3][N:4]([CH3:9])[CH:5]1[CH2:8][N:7]([C:11]2[C:16]([N+:17]([O-:19])=[O:18])=[CH:15][C:14]([NH:20][C:21]3[N:26]=[C:25]([C:27]4[C:35]5[C:30](=[CH:31][CH:32]=[CH:33][CH:34]=5)[NH:29][CH:28]=4)[CH:24]=[CH:23][N:22]=3)=[C:13]([O:36][CH3:37])[CH:12]=2)[CH2:6]1, predict the reactants needed to synthesize it. The reactants are: Cl.Cl.[CH3:3][N:4]([CH3:9])[CH:5]1[CH2:8][NH:7][CH2:6]1.F[C:11]1[C:16]([N+:17]([O-:19])=[O:18])=[CH:15][C:14]([NH:20][C:21]2[N:26]=[C:25]([C:27]3[C:35]4[C:30](=[CH:31][CH:32]=[CH:33][CH:34]=4)[NH:29][CH:28]=3)[CH:24]=[CH:23][N:22]=2)=[C:13]([O:36][CH3:37])[CH:12]=1.CCN(C(C)C)C(C)C. (6) Given the product [C:37]([C@@H:38]([NH:58][C:59]([C:61]1([NH:67][C:68](=[O:74])[O:69][C:70]([CH3:71])([CH3:73])[CH3:72])[CH2:66][CH2:65][O:64][CH2:63][CH2:62]1)=[O:60])[CH2:39][C:40]1[CH:45]=[CH:44][C:43]([C:46]2[CH:51]=[CH:50][C:49]([S:52]([CH:55]([CH3:57])[CH3:56])(=[O:54])=[O:53])=[CH:48][CH:47]=2)=[CH:42][CH:41]=1)#[N:36], predict the reactants needed to synthesize it. The reactants are: C(OC(=O)NC1(C(=O)N[C@@H](CC2C=CC(C3C=CC(F)=CC=3)=CC=2)C(N)=O)CCOCC1)(C)(C)C.[NH2:36][C:37](=O)[C@@H:38]([NH:58][C:59]([C:61]1([NH:67][C:68](=[O:74])[O:69][C:70]([CH3:73])([CH3:72])[CH3:71])[CH2:66][CH2:65][O:64][CH2:63][CH2:62]1)=[O:60])[CH2:39][C:40]1[CH:45]=[CH:44][C:43]([C:46]2[CH:51]=[CH:50][C:49]([S:52]([CH:55]([CH3:57])[CH3:56])(=[O:54])=[O:53])=[CH:48][CH:47]=2)=[CH:42][CH:41]=1.CC[N+](S(N=C(OC)[O-])(=O)=O)(CC)CC.